Dataset: Forward reaction prediction with 1.9M reactions from USPTO patents (1976-2016). Task: Predict the product of the given reaction. (1) Given the reactants O1[CH:5]=[CH:4][CH:3]=[N:2]1.[O-]CC.[Na+].Cl.[NH2:11][NH:12][C:13]([NH2:15])=[O:14].[OH-].[Na+], predict the reaction product. The product is: [NH2:2][C:3]1[N:12]([C:13]([NH2:15])=[O:14])[N:11]=[CH:5][CH:4]=1. (2) Given the reactants Cl[C:2]1[CH:3]=[C:4]2[C:8](=[CH:9][CH:10]=1)N(C)[C:6]([CH:12]([NH:19][C:20]1[CH:28]=[CH:27][C:23]([C:24](O)=O)=[CH:22][CH:21]=1)[CH2:13][CH2:14][CH2:15][CH2:16][CH2:17][CH3:18])=[CH:5]2.[CH3:29][NH:30][CH2:31][CH2:32][C:33]([O:35][CH2:36][CH3:37])=[O:34].[OH2:38].ON1C2C=CC=C[C:43]=2N=N1.[ClH:49].C(N=C=NCCCN(C)C)C.[Cl-].[NH4+:62], predict the reaction product. The product is: [Cl:49][C:9]1[CH:8]=[C:4]2[C:3](=[CH:2][CH:10]=1)[N:62]([CH3:43])[C:6]([CH:12]([NH:19][C:20]1[CH:21]=[CH:22][C:23]([C:24]([N:30]([CH3:29])[CH2:31][CH2:32][C:33]([O:35][CH2:36][CH3:37])=[O:34])=[O:38])=[CH:27][CH:28]=1)[CH2:13][CH2:14][CH2:15][CH2:16][CH2:17][CH3:18])=[CH:5]2. (3) Given the reactants C[C:2](C)([NH2:11])[CH2:3][CH2:4][CH2:5][C@@H:6]([C:8]([OH:10])=[O:9])[NH2:7].C([O-])(=O)C.C(N(CC)C(C)C)C.C(N(C(C)C)CC)(C)C, predict the reaction product. The product is: [NH2:7][C@H:6]([C:8]([OH:10])=[O:9])[CH2:5][CH2:4][CH2:3][CH2:2][NH2:11]. (4) Given the reactants [NH2:1][N:2]1[C:6]([CH3:7])=[CH:5][CH:4]=[C:3]1[C:8]([NH2:10])=[O:9].[C:11]([O-])(=[O:13])C.[Na+], predict the reaction product. The product is: [CH:11]([NH:1][N:2]1[C:6]([CH3:7])=[CH:5][CH:4]=[C:3]1[C:8]([NH2:10])=[O:9])=[O:13]. (5) Given the reactants [CH3:1][C:2]([C@H:4]1[C@@H:8]2[C@@H:9]3[C@@:22]([CH3:25])([CH2:23][CH2:24][C@@:7]2([CH2:34][O:35]C(C)=O)[CH2:6][CH2:5]1)[C@@:21]1([CH3:26])[C@@H:12]([C@:13]2([CH3:33])[C@@H:18]([CH2:19][CH2:20]1)[C:17]([CH3:28])([CH3:27])[C@@H:16]([O:29]C(C)=O)[CH2:15][CH2:14]2)[CH2:11][CH2:10]3)=[CH2:3].C1(C)C=CC=CC=1.[OH-].[K+], predict the reaction product. The product is: [CH3:3][C:2]([C@H:4]1[C@@H:8]2[C@@H:9]3[C@@:22]([CH3:25])([CH2:23][CH2:24][C@@:7]2([CH2:34][OH:35])[CH2:6][CH2:5]1)[C@@:21]1([CH3:26])[C@@H:12]([C@:13]2([CH3:33])[C@@H:18]([CH2:19][CH2:20]1)[C:17]([CH3:28])([CH3:27])[C@@H:16]([OH:29])[CH2:15][CH2:14]2)[CH2:11][CH2:10]3)=[CH2:1]. (6) The product is: [CH3:28][O:29][C:30](=[O:40])[CH2:31][O:32][C:33]1[CH:38]=[CH:37][C:36]([O:15][CH2:14][CH:13]([N:12]2[C:11]3[CH:22]=[C:23]([F:27])[C:24]([F:26])=[CH:25][C:10]=3[N:9]=[C:8]2[C:5]2[CH:6]=[CH:7][C:2]([Cl:1])=[CH:3][CH:4]=2)[CH:16]2[CH2:17][CH2:18][CH2:19][CH2:20][CH2:21]2)=[CH:35][CH:34]=1. Given the reactants [Cl:1][C:2]1[CH:7]=[CH:6][C:5]([C:8]2[N:12]([CH:13]([CH:16]3[CH2:21][CH2:20][CH2:19][CH2:18][CH2:17]3)[CH2:14][OH:15])[C:11]3[CH:22]=[C:23]([F:27])[C:24]([F:26])=[CH:25][C:10]=3[N:9]=2)=[CH:4][CH:3]=1.[CH3:28][O:29][C:30](=[O:40])[CH2:31][O:32][C:33]1[CH:38]=[CH:37][C:36](O)=[CH:35][CH:34]=1.C(P(CCCC)CCCC)CCC.CN(C(/N=N/C(N(C)C)=O)=O)C, predict the reaction product.